From a dataset of Catalyst prediction with 721,799 reactions and 888 catalyst types from USPTO. Predict which catalyst facilitates the given reaction. (1) Reactant: [CH2:1]([O:8][C:9]([NH:11][C@@H:12]1[C@@H:17]([C:18]2[CH:23]=[CH:22][CH:21]=[C:20]([O:24][CH2:25][C:26]3[CH:31]=[CH:30][CH:29]=[CH:28][CH:27]=3)[CH:19]=2)[CH2:16][CH2:15][N:14]([C:32]([O:34][C:35]([CH3:38])([CH3:37])[CH3:36])=[O:33])[CH2:13]1)=[O:10])[C:2]1[CH:7]=[CH:6][CH:5]=[CH:4][CH:3]=1.[H-].[Na+].[CH2:41](I)[CH3:42].[Cl-].[NH4+]. Product: [CH2:1]([O:8][C:9]([N:11]([CH2:41][CH3:42])[C@@H:12]1[C@@H:17]([C:18]2[CH:23]=[CH:22][CH:21]=[C:20]([O:24][CH2:25][C:26]3[CH:27]=[CH:28][CH:29]=[CH:30][CH:31]=3)[CH:19]=2)[CH2:16][CH2:15][N:14]([C:32]([O:34][C:35]([CH3:38])([CH3:37])[CH3:36])=[O:33])[CH2:13]1)=[O:10])[C:2]1[CH:7]=[CH:6][CH:5]=[CH:4][CH:3]=1. The catalyst class is: 3. (2) Reactant: [CH3:13][C:12]([O:11][C:9](O[C:9]([O:11][C:12]([CH3:15])([CH3:14])[CH3:13])=[O:10])=[O:10])([CH3:15])[CH3:14].[C:16]([Si:20]([CH3:43])([CH3:42])[O:21][C:22]1[CH:27]=[CH:26][CH:25]=[CH:24][C:23]=1[CH2:28][CH:29]([CH:36]1[O:41][CH2:40][CH2:39][NH:38][CH2:37]1)[C:30]1[CH:35]=[CH:34][CH:33]=[CH:32][CH:31]=1)([CH3:19])([CH3:18])[CH3:17].CCN(CC)CC. Product: [C:12]([O:11][C:9]([N:38]1[CH2:39][CH2:40][O:41][CH:36]([CH:29]([C:30]2[CH:31]=[CH:32][CH:33]=[CH:34][CH:35]=2)[CH2:28][C:23]2[CH:24]=[CH:25][CH:26]=[CH:27][C:22]=2[O:21][Si:20]([C:16]([CH3:19])([CH3:18])[CH3:17])([CH3:42])[CH3:43])[CH2:37]1)=[O:10])([CH3:13])([CH3:14])[CH3:15]. The catalyst class is: 79. (3) Reactant: [NH2:1][C:2]1[CH:11]=[CH:10][CH:9]=[C:8]2[C:3]=1[CH:4]=[CH:5][N:6]=[CH:7]2.[Br:12][CH2:13][CH:14]1[CH2:16][CH2:15]1. Product: [Br-:12].[NH2:1][C:2]1[CH:11]=[CH:10][CH:9]=[C:8]2[C:3]=1[CH:4]=[CH:5][N+:6]([CH2:13][CH:14]1[CH2:16][CH2:15]1)=[CH:7]2. The catalyst class is: 23. (4) Reactant: [NH2:1][C:2]1[C:7]([OH:8])=[CH:6][C:5]([Br:9])=[CH:4][N:3]=1.[CH2:10]([O:12][C:13](=[O:24])[C:14](OCC)(OCC)OCC)[CH3:11].C1(C)C=CC(S(O)(=O)=O)=CC=1. Product: [CH2:10]([O:12][C:13]([C:14]1[O:8][C:7]2[C:2]([N:1]=1)=[N:3][CH:4]=[C:5]([Br:9])[CH:6]=2)=[O:24])[CH3:11]. The catalyst class is: 258. (5) Reactant: [CH3:1][O:2][CH2:3]Br.[CH:5](N(CC)C(C)C)(C)C.[OH2:14].[NH2:15][C:16]1[CH:21]=[CH:20][CH:19]=[CH:18][N:17]=1. Product: [CH3:5][O:14][CH2:1][O:2][CH2:3][C:19]1[CH:20]=[CH:21][C:16]([NH2:15])=[N:17][CH:18]=1. The catalyst class is: 2. (6) The catalyst class is: 5. Reactant: C([N:8]1[C:16]2([CH2:21][CH2:20][N:19](C(OC(C)(C)C)=O)[CH2:18][CH2:17]2)[C:15]2[C:10](=[CH:11][CH:12]=[CH:13][CH:14]=2)[C:9]1=[O:29])C1C=CC=CC=1.[Na].N.[Cl-:32].[NH4+]. Product: [ClH:32].[NH:19]1[CH2:20][CH2:21][C:16]2([C:15]3[C:10](=[CH:11][CH:12]=[CH:13][CH:14]=3)[C:9](=[O:29])[NH:8]2)[CH2:17][CH2:18]1. (7) Reactant: [N+:1]([C:4]1[CH:9]=[CH:8][CH:7]=[CH:6][C:5]=1F)([O-:3])=[O:2].[CH2:11]([O:13][C:14](=[O:22])[CH2:15][CH:16]1[CH2:21][CH2:20][NH:19][CH2:18][CH2:17]1)[CH3:12].C(=O)([O-])[O-].[K+].[K+]. Product: [CH2:11]([O:13][C:14](=[O:22])[CH2:15][CH:16]1[CH2:21][CH2:20][N:19]([C:5]2[CH:6]=[CH:7][CH:8]=[CH:9][C:4]=2[N+:1]([O-:3])=[O:2])[CH2:18][CH2:17]1)[CH3:12]. The catalyst class is: 35. (8) Reactant: [F:1][CH:2]([F:19])[CH2:3][O:4][C:5]1[CH:15]=[C:14]([NH:16][CH3:17])[C:13]([NH2:18])=[CH:12][C:6]=1[C:7]([O:9][CH2:10][CH3:11])=[O:8].[Cl:20][C:21]1[CH:34]=[CH:33][C:24]([CH2:25][NH:26][C:27](=[O:32])[C:28]([CH3:31])([CH3:30])[CH3:29])=[CH:23][C:22]=1[N:35]=[C:36]=S.CC(C)N=C=NC(C)C. Product: [Cl:20][C:21]1[CH:34]=[CH:33][C:24]([CH2:25][NH:26][C:27]([C:28]([CH3:31])([CH3:30])[CH3:29])=[O:32])=[CH:23][C:22]=1[NH:35][C:36]1[N:16]([CH3:17])[C:14]2[CH:15]=[C:5]([O:4][CH2:3][CH:2]([F:1])[F:19])[C:6]([C:7]([O:9][CH2:10][CH3:11])=[O:8])=[CH:12][C:13]=2[N:18]=1. The catalyst class is: 3. (9) Reactant: C([O:3][C:4]([C:6]1[C:7]([N:31]2[CH2:36][CH2:35][CH2:34][CH2:33][CH2:32]2)=[N:8][C:9]([CH:12]([N:14]2[CH2:19][CH2:18][N:17]([S:20]([C:23]3[CH:28]=[CH:27][C:26]([O:29][CH3:30])=[CH:25][CH:24]=3)(=[O:22])=[O:21])[CH2:16][CH2:15]2)[CH3:13])=[N:10][CH:11]=1)=O)C.[BH4-].[Na+].CC#N. Product: [CH3:30][O:29][C:26]1[CH:25]=[CH:24][C:23]([S:20]([N:17]2[CH2:16][CH2:15][N:14]([CH:12]([C:9]3[N:8]=[C:7]([N:31]4[CH2:36][CH2:35][CH2:34][CH2:33][CH2:32]4)[C:6]([CH2:4][OH:3])=[CH:11][N:10]=3)[CH3:13])[CH2:19][CH2:18]2)(=[O:21])=[O:22])=[CH:28][CH:27]=1. The catalyst class is: 8.